The task is: Predict the reaction yield, written as a fraction of the theoretical maximum amount of product (1.0 means a 100% yield; for example, 0.34 means a 34% yield).. This data is from Reaction yield outcomes from USPTO patents with 853,638 reactions. (1) The reactants are [C:1]([C:5]1[CH:12]=[CH:11][C:8]([CH:9]=O)=[CH:7][CH:6]=1)([CH3:4])([CH3:3])[CH3:2].[NH2:13][C:14]1[S:15][CH:16]=[N:17][N:18]=1.C([O:21][C:22](=O)[C:23]([OH:35])=[CH:24][C:25]([C:27]1[CH:32]=[CH:31][C:30]([O:33][CH3:34])=[CH:29][CH:28]=1)=[O:26])C. The product is [C:1]([C:5]1[CH:12]=[CH:11][C:8]([CH:9]2[N:13]([C:14]3[S:15][CH:16]=[N:17][N:18]=3)[C:22](=[O:21])[C:23]([OH:35])=[C:24]2[C:25](=[O:26])[C:27]2[CH:28]=[CH:29][C:30]([O:33][CH3:34])=[CH:31][CH:32]=2)=[CH:7][CH:6]=1)([CH3:4])([CH3:3])[CH3:2]. The yield is 0.270. No catalyst specified. (2) The reactants are [CH3:1][O:2][C:3]1[C:8]2[N:9]=[C:10]([NH:12][C:13]([C:15]3[S:16][C:17]([CH3:20])=[CH:18][CH:19]=3)=[O:14])[S:11][C:7]=2[CH:6]=[CH:5][CH:4]=1.[I:21]Cl.C([O-])(=O)C.[Na+].COC(=O)NC1SC2C=CC=C(OC)C=2N=1. The catalyst is C(O)(=O)C. The product is [I:21][C:6]1[C:7]2[S:11][C:10]([NH:12][C:13]([C:15]3[S:16][C:17]([CH3:20])=[CH:18][CH:19]=3)=[O:14])=[N:9][C:8]=2[C:3]([O:2][CH3:1])=[CH:4][CH:5]=1. The yield is 0.930. (3) The reactants are FC(F)(F)C(O)=O.[Cl:8][C:9]1[CH:10]=[CH:11][C:12]([F:38])=[C:13]([CH:15]2[C:19]([C:22]3[CH:27]=[CH:26][C:25]([Cl:28])=[CH:24][C:23]=3[F:29])([C:20]#[N:21])[CH:18]([CH2:30][C:31]([CH3:34])([CH3:33])[CH3:32])[NH:17][CH:16]2[C:35]([OH:37])=O)[CH:14]=1.[NH2:39][C:40]1[CH:49]=[CH:48][C:43]([C:44]([O:46][CH3:47])=[O:45])=[CH:42][CH:41]=1.CN(C(ON1N=NC2C=CC=NC1=2)=[N+](C)C)C.F[P-](F)(F)(F)(F)F.CCN(C(C)C)C(C)C. The catalyst is C(Cl)Cl. The product is [CH3:47][O:46][C:44](=[O:45])[C:43]1[CH:48]=[CH:49][C:40]([NH:39][C:35]([C@H:16]2[C@H:15]([C:13]3[CH:14]=[C:9]([Cl:8])[CH:10]=[CH:11][C:12]=3[F:38])[C@:19]([C:22]3[CH:27]=[CH:26][C:25]([Cl:28])=[CH:24][C:23]=3[F:29])([C:20]#[N:21])[C@H:18]([CH2:30][C:31]([CH3:33])([CH3:34])[CH3:32])[NH:17]2)=[O:37])=[CH:41][CH:42]=1. The yield is 0.270. (4) The reactants are [Cl:1][C:2]1[N:7]=[C:6]([C:8]2[S:12][C:11]([CH:13]([CH3:15])[CH3:14])=[N:10][C:9]=2[C:16]2[CH:17]=[C:18]([CH:20]=[CH:21][CH:22]=2)[NH2:19])[CH:5]=[CH:4][N:3]=1.[O:23]1[CH:27]=[CH:26][CH:25]=[C:24]1[S:28](Cl)(=[O:30])=[O:29]. No catalyst specified. The product is [Cl:1][C:2]1[N:7]=[C:6]([C:8]2[S:12][C:11]([CH:13]([CH3:15])[CH3:14])=[N:10][C:9]=2[C:16]2[CH:17]=[C:18]([NH:19][S:28]([C:24]3[O:23][CH:27]=[CH:26][CH:25]=3)(=[O:30])=[O:29])[CH:20]=[CH:21][CH:22]=2)[CH:5]=[CH:4][N:3]=1. The yield is 0.489.